This data is from Catalyst prediction with 721,799 reactions and 888 catalyst types from USPTO. The task is: Predict which catalyst facilitates the given reaction. (1) Reactant: [CH:1]1[C:13]2[C:12](=[CH:14][C:15](O)=[O:16])[C:11]3[C:6](=[CH:7][CH:8]=[CH:9][CH:10]=3)[C:5]=2[CH:4]=[CH:3][CH:2]=1.Cl.C(N=C=NCCCN(C)C)C.OC1C2N=NNC=2C=CC=1.C(N(CC)CC)C.Cl.[CH3:48][O:49][C:50](=[O:56])[CH2:51][CH2:52][CH2:53][CH2:54][NH2:55]. Product: [CH3:48][O:49][C:50](=[O:56])[CH2:51][CH2:52][CH2:53][CH2:54][NH:55][C:15](=[O:16])[CH:14]=[C:12]1[C:13]2[CH:1]=[CH:2][CH:3]=[CH:4][C:5]=2[C:6]2[C:11]1=[CH:10][CH:9]=[CH:8][CH:7]=2. The catalyst class is: 650. (2) Reactant: [NH2:1][C@@H:2]([CH2:7][C:8]1[CH:13]=[C:12]([F:14])[CH:11]=[C:10]([F:15])[CH:9]=1)[C@H:3]([OH:6])[CH2:4]Cl.[OH-].[K+].O. Product: [F:15][C:10]1[CH:9]=[C:8]([CH2:7][C@H:2]([NH2:1])[C@H:3]2[CH2:4][O:6]2)[CH:13]=[C:12]([F:14])[CH:11]=1. The catalyst class is: 8.